From a dataset of Full USPTO retrosynthesis dataset with 1.9M reactions from patents (1976-2016). Predict the reactants needed to synthesize the given product. (1) Given the product [CH3:14][N:6]1[CH2:7][CH2:8][C:9]2[S:1][CH:2]=[N:3][C:4]=2[CH2:5]1, predict the reactants needed to synthesize it. The reactants are: [S:1]1[C:9]2[CH:8]=[CH:7][N:6]=[CH:5][C:4]=2[N:3]=[CH:2]1.CI.[BH4-].[Na+].[C:14](=O)([O-])[O-].[K+].[K+]. (2) Given the product [NH2:1][C:2]1[C:11]2[C:6](=[C:7]([C:24]3[CH:25]=[CH:26][C:21]([O:20][CH3:19])=[CH:22][C:23]=3[C:30]([F:31])([F:32])[F:33])[CH:8]=[CH:9][CH:10]=2)[N:5]=[N:4][C:3]=1[C:13]([NH:15][CH2:16][CH2:17][CH3:18])=[O:14], predict the reactants needed to synthesize it. The reactants are: [NH2:1][C:2]1[C:11]2[C:6](=[C:7](Br)[CH:8]=[CH:9][CH:10]=2)[N:5]=[N:4][C:3]=1[C:13]([NH:15][CH2:16][CH2:17][CH3:18])=[O:14].[CH3:19][O:20][C:21]1[CH:26]=[CH:25][C:24](B(O)O)=[C:23]([C:30]([F:33])([F:32])[F:31])[CH:22]=1. (3) Given the product [C:11]([NH:10][C:7]1[CH:8]=[CH:9][C:4]([C:3]([O:2][CH3:1])=[O:18])=[C:5]([OH:17])[C:6]=1[CH2:14][CH2:15][CH2:16][OH:28])(=[O:13])[CH3:12], predict the reactants needed to synthesize it. The reactants are: [CH3:1][O:2][C:3](=[O:18])[C:4]1[CH:9]=[CH:8][C:7]([NH:10][C:11](=[O:13])[CH3:12])=[C:6]([CH2:14][CH:15]=[CH2:16])[C:5]=1[OH:17].B1C2CCCC1CCC2.[OH-:28].[Na+].OO. (4) Given the product [Cl:26][C:27]1[N:35]=[CH:34][N:33]=[C:32]2[C:28]=1[N:29]=[CH:30][N:31]2[CH2:15][CH2:16][CH2:17][CH2:18][CH2:19][CH2:20][CH2:21][CH2:22][CH2:23][CH3:24], predict the reactants needed to synthesize it. The reactants are: N(C(OC(C)C)=O)=NC(OC(C)C)=O.[CH2:15](O)[CH2:16][CH2:17][CH2:18][CH2:19][CH2:20][CH2:21][CH2:22][CH2:23][CH3:24].[Cl:26][C:27]1[N:35]=[CH:34][N:33]=[C:32]2[C:28]=1[N:29]=[CH:30][NH:31]2.C1(P(C2C=CC=CC=2)C2C=CC=CC=2)C=CC=CC=1.